Task: Predict which catalyst facilitates the given reaction.. Dataset: Catalyst prediction with 721,799 reactions and 888 catalyst types from USPTO (1) Reactant: [CH:1](=O)[CH:2]([CH3:4])[CH3:3].[CH3:6][C:7]1[CH:12]=[C:11]([CH3:13])[CH:10]=[CH:9][C:8]=1[NH2:14].C(O[BH-](OC(=O)C)OC(=O)C)(=O)C.[Na+]. Product: [CH3:6][C:7]1[CH:12]=[C:11]([CH3:13])[CH:10]=[CH:9][C:8]=1[NH:14][CH2:1][CH:2]([CH3:4])[CH3:3]. The catalyst class is: 7. (2) Reactant: [CH3:1][N:2]([CH2:28][CH:29]1[CH2:33][CH2:32][NH:31][CH2:30]1)[C:3]1[S:4][C:5]2[CH:11]=[C:10]([NH:12][C:13]([C:15]3[CH:20]=[CH:19][C:18]([C:21]4[CH:26]=[CH:25][C:24]([F:27])=[CH:23][CH:22]=4)=[CH:17][CH:16]=3)=[O:14])[CH:9]=[CH:8][C:6]=2[N:7]=1.[CH:34](=O)[CH3:35].C(O[BH-](OC(=O)C)OC(=O)C)(=O)C.[Na+]. Product: [CH2:34]([N:31]1[CH2:32][CH2:33][CH:29]([CH2:28][N:2]([CH3:1])[C:3]2[S:4][C:5]3[CH:11]=[C:10]([NH:12][C:13]([C:15]4[CH:16]=[CH:17][C:18]([C:21]5[CH:26]=[CH:25][C:24]([F:27])=[CH:23][CH:22]=5)=[CH:19][CH:20]=4)=[O:14])[CH:9]=[CH:8][C:6]=3[N:7]=2)[CH2:30]1)[CH3:35]. The catalyst class is: 76.